This data is from Reaction yield outcomes from USPTO patents with 853,638 reactions. The task is: Predict the reaction yield, written as a fraction of the theoretical maximum amount of product (1.0 means a 100% yield; for example, 0.34 means a 34% yield). The reactants are [CH:1]1([N:6]2[CH2:11][CH2:10][N:9]([C:12]3[CH:17]=[CH:16][C:15]([NH2:18])=[CH:14][CH:13]=3)[CH2:8][CH2:7]2)[CH2:5][CH2:4][CH2:3][CH2:2]1.[C:19](N1C=CN=C1)(N1C=CN=C1)=[S:20]. The catalyst is CN(C)C=O. The product is [CH:1]1([N:6]2[CH2:11][CH2:10][N:9]([C:12]3[CH:13]=[CH:14][C:15]([N:18]=[C:19]=[S:20])=[CH:16][CH:17]=3)[CH2:8][CH2:7]2)[CH2:5][CH2:4][CH2:3][CH2:2]1. The yield is 0.930.